The task is: Regression. Given two drug SMILES strings and cell line genomic features, predict the synergy score measuring deviation from expected non-interaction effect.. This data is from NCI-60 drug combinations with 297,098 pairs across 59 cell lines. (1) Drug 1: CC1=C(C=C(C=C1)NC2=NC=CC(=N2)N(C)C3=CC4=NN(C(=C4C=C3)C)C)S(=O)(=O)N.Cl. Drug 2: COC1=CC(=CC(=C1O)OC)C2C3C(COC3=O)C(C4=CC5=C(C=C24)OCO5)OC6C(C(C7C(O6)COC(O7)C8=CC=CS8)O)O. Cell line: 786-0. Synergy scores: CSS=42.8, Synergy_ZIP=7.51, Synergy_Bliss=7.80, Synergy_Loewe=-23.3, Synergy_HSA=8.36. (2) Drug 1: C1CCC(CC1)NC(=O)N(CCCl)N=O. Drug 2: CCC(=C(C1=CC=CC=C1)C2=CC=C(C=C2)OCCN(C)C)C3=CC=CC=C3.C(C(=O)O)C(CC(=O)O)(C(=O)O)O. Cell line: NCI/ADR-RES. Synergy scores: CSS=7.98, Synergy_ZIP=-3.55, Synergy_Bliss=-5.07, Synergy_Loewe=-7.65, Synergy_HSA=-7.10.